From a dataset of Full USPTO retrosynthesis dataset with 1.9M reactions from patents (1976-2016). Predict the reactants needed to synthesize the given product. Given the product [F:1][C:2]1[CH:7]=[CH:6][CH:5]=[CH:4][C:3]=1[N:8]1[C:12]([C:13]2[CH:14]=[CH:15][N:16]=[CH:17][CH:18]=2)=[C:11]([C:19]2[O:20][N:34]=[C:26]([C:27]3[CH:32]=[CH:31][CH:30]=[C:29]([CH3:33])[CH:28]=3)[N:25]=2)[N:10]=[N:9]1, predict the reactants needed to synthesize it. The reactants are: [F:1][C:2]1[CH:7]=[CH:6][CH:5]=[CH:4][C:3]=1[N:8]1[C:12]([C:13]2[CH:18]=[CH:17][N:16]=[CH:15][CH:14]=2)=[C:11]([C:19](OCC)=[O:20])[N:10]=[N:9]1.O[N:25]=[C:26]([NH2:34])[C:27]1[CH:32]=[CH:31][CH:30]=[C:29]([CH3:33])[CH:28]=1.